This data is from Reaction yield outcomes from USPTO patents with 853,638 reactions. The task is: Predict the reaction yield, written as a fraction of the theoretical maximum amount of product (1.0 means a 100% yield; for example, 0.34 means a 34% yield). (1) The reactants are [O:1]1[C:5]2[CH:6]=[CH:7][CH:8]=[CH:9][C:4]=2[CH:3]=[C:2]1[S:10]([NH:13][C:14]1[CH:19]=[C:18]([Cl:20])[CH:17]=[CH:16][C:15]=1[S:21][CH2:22][C:23]1[CH:24]=[C:25]([NH:29][C:30](=[O:32])[CH3:31])[CH:26]=[CH:27][CH:28]=1)(=[O:12])=[O:11].C1C=C(Cl)C=C(C(OO)=[O:41])C=1. The catalyst is C(Cl)Cl. The product is [O:1]1[C:5]2[CH:6]=[CH:7][CH:8]=[CH:9][C:4]=2[CH:3]=[C:2]1[S:10]([NH:13][C:14]1[CH:19]=[C:18]([Cl:20])[CH:17]=[CH:16][C:15]=1[S:21]([CH2:22][C:23]1[CH:24]=[C:25]([NH:29][C:30](=[O:32])[CH3:31])[CH:26]=[CH:27][CH:28]=1)=[O:41])(=[O:11])=[O:12]. The yield is 0.510. (2) No catalyst specified. The reactants are [CH3:1][O:2][CH:3]1[N:8](Cl)[CH:7]=[CH:6][C:5]([Cl:10])=[N:4]1.Cl.[C:12](=[O:15])(O)[O-:13].[Na+].[CH3:17][CH2:18]O. The product is [Cl:10][C:5]1[N:4]=[C:3]([O:2][CH3:1])[N:8]=[C:7]([N:4]2[CH2:18][CH2:17][CH:7]([C:12]([OH:13])=[O:15])[CH2:6][CH2:5]2)[CH:6]=1. The yield is 0.700. (3) The reactants are [CH2:1]([NH2:11])[C:2]1[CH:10]=[CH:9][C:8]2[O:7][CH2:6][O:5][C:4]=2[CH:3]=1.C(N(CC)CC)C.[C:19](Cl)(=[O:26])[C:20]1[CH:25]=[CH:24][CH:23]=[CH:22][CH:21]=1. The catalyst is O1CCCC1. The product is [C:19]([NH:11][CH2:1][C:2]1[CH:10]=[CH:9][C:8]2[O:7][CH2:6][O:5][C:4]=2[CH:3]=1)(=[O:26])[C:20]1[CH:25]=[CH:24][CH:23]=[CH:22][CH:21]=1. The yield is 0.847. (4) The reactants are [Cl:1][C:2]1[N:7]=[CH:6][NH:5][C:4]2=[N:8][CH:9]=[CH:10][C:3]=12.[CH:11](OCC)([O:15][CH2:16][CH3:17])[O:12][CH2:13][CH3:14]. No catalyst specified. The product is [Cl:1][C:2]1[C:3]2[CH:10]=[CH:9][N:8]([CH:11]([O:15][CH2:16][CH3:17])[O:12][CH2:13][CH3:14])[C:4]=2[N:5]=[CH:6][N:7]=1. The yield is 0.940. (5) The reactants are [OH-].[Na+].[I-].[CH3:4][S+](C)(C)=O.C[O:10][CH2:11][C:12]([C:14]1[CH:19]=[CH:18][CH:17]=[C:16]([CH:20]=[CH:21][C:22]2[N:31]([C:32]3[CH:37]=[CH:36][CH:35]=[CH:34][CH:33]=3)[C:30](=[O:38])[C:29]3[C:24](=[CH:25][CH:26]=[CH:27][CH:28]=3)[N:23]=2)C=1O)=[O:13].Cl. The catalyst is CN(C=O)C.O. The product is [OH:10][C:11]1[C:12]([O:13][CH3:4])=[CH:14][CH:19]=[CH:18][C:17]=1[C@H:16]1[CH2:20][C@H:21]1[C:22]1[N:31]([C:32]2[CH:33]=[CH:34][CH:35]=[CH:36][CH:37]=2)[C:30](=[O:38])[C:29]2[C:24](=[CH:25][CH:26]=[CH:27][CH:28]=2)[N:23]=1. The yield is 0.150. (6) The reactants are [C:1]([O:4][CH2:5][C:6]1[CH:11]=[C:10]([OH:12])[CH:9]=[C:8]([CH3:13])[C:7]=1[C:14]1[CH:19]=[CH:18][CH:17]=[C:16]([CH2:20][OH:21])[CH:15]=1)(=[O:3])[CH3:2].CC1C=CC(S(O[CH2:33][CH2:34][CH2:35][S:36]([CH3:39])(=[O:38])=[O:37])(=O)=O)=CC=1.C(=O)([O-])[O-].[K+].[K+].O. The catalyst is CN(C)C=O. The product is [C:1]([O:4][CH2:5][C:6]1[CH:11]=[C:10]([O:12][CH2:33][CH2:34][CH2:35][S:36]([CH3:39])(=[O:38])=[O:37])[CH:9]=[C:8]([CH3:13])[C:7]=1[C:14]1[CH:19]=[CH:18][CH:17]=[C:16]([CH2:20][OH:21])[CH:15]=1)(=[O:3])[CH3:2]. The yield is 0.600.